This data is from Catalyst prediction with 721,799 reactions and 888 catalyst types from USPTO. The task is: Predict which catalyst facilitates the given reaction. (1) Reactant: [C:1]([O:5][C:6]([NH:8][C@H:9]([CH2:14][S:15]([C:18]1[CH:23]=[CH:22][C:21]([Cl:24])=[C:20]([Cl:25])[CH:19]=1)(=[O:17])=[O:16])[CH2:10][C:11]([OH:13])=O)=[O:7])([CH3:4])([CH3:3])[CH3:2].[C:26]([NH:30][CH2:31][C:32]1[CH:41]=[C:40]2[C:35]([C@H:36]([NH2:42])[CH2:37][CH2:38][O:39]2)=[CH:34][C:33]=1[Cl:43])([CH3:29])([CH3:28])[CH3:27].CN(C(ON1N=NC2C=CC=NC1=2)=[N+](C)C)C.F[P-](F)(F)(F)(F)F.C(N(CC)C(C)C)(C)C. Product: [C:26]([NH:30][CH2:31][C:32]1[CH:41]=[C:40]2[C:35]([C@H:36]([NH:42][C:11](=[O:13])[CH2:10][C@H:9]([NH:8][C:6](=[O:7])[O:5][C:1]([CH3:3])([CH3:2])[CH3:4])[CH2:14][S:15]([C:18]3[CH:23]=[CH:22][C:21]([Cl:24])=[C:20]([Cl:25])[CH:19]=3)(=[O:17])=[O:16])[CH2:37][CH2:38][O:39]2)=[CH:34][C:33]=1[Cl:43])([CH3:29])([CH3:27])[CH3:28]. The catalyst class is: 39. (2) Reactant: [N:1]1([C:8]2[N:13]=[C:12]([C:14]([C:16]3[C:17]([NH2:23])=[N:18][CH:19]=[C:20]([Br:22])[CH:21]=3)=[O:15])[CH:11]=[CH:10][CH:9]=2)[CH2:7][CH2:6][CH2:5][NH:4][CH2:3][CH2:2]1.[F:24][C:25]([F:31])([F:30])[CH2:26][C:27](O)=[O:28].ON1C2C=CC=CC=2N=N1.C(N(CC)CC)C.N=C=N. Product: [NH2:23][C:17]1[N:18]=[CH:19][C:20]([Br:22])=[CH:21][C:16]=1[C:14]([C:12]1[N:13]=[C:8]([N:1]2[CH2:7][CH2:6][CH2:5][N:4]([C:27](=[O:28])[CH2:26][C:25]([F:31])([F:30])[F:24])[CH2:3][CH2:2]2)[CH:9]=[CH:10][CH:11]=1)=[O:15]. The catalyst class is: 4. (3) Product: [CH3:1][N:2]1[C:10]([CH3:11])=[C:9]2[C:4]([CH:5]=[CH:6][C:7]([N:12]3[CH:17]=[CH:16][C:15]([O:18][CH2:27][C:24]4[CH:25]=[CH:26][C:21]([F:20])=[CH:22][CH:23]=4)=[CH:14][C:13]3=[O:19])=[CH:8]2)=[N:3]1. The catalyst class is: 54. Reactant: [CH3:1][N:2]1[C:10]([CH3:11])=[C:9]2[C:4]([CH:5]=[CH:6][C:7]([N:12]3[CH:17]=[CH:16][C:15]([OH:18])=[CH:14][C:13]3=[O:19])=[CH:8]2)=[N:3]1.[F:20][C:21]1[CH:26]=[CH:25][C:24]([CH2:27]O)=[CH:23][CH:22]=1.C1(P(C2C=CC=CC=2)C2C=CC=CC=2)C=CC=CC=1. (4) Reactant: [C:1]([C@:4]([NH:14][C:15](=[O:24])[O:16][CH2:17][C:18]1[CH:23]=[CH:22][N:21]=[CH:20][CH:19]=1)([CH3:13])[CH2:5][C:6]1[CH:11]=[CH:10][C:9]([OH:12])=[CH:8][CH:7]=1)([OH:3])=O.CN(C(ON1N=NC2C=CC=CC1=2)=[N+](C)C)C.[B-](F)(F)(F)F.CCN(C(C)C)C(C)C.[CH3:56][CH:57]([CH3:61])[CH2:58][CH2:59][NH2:60]. Product: [CH2:59]([NH:60][C:1]([C@:4]([NH:14][C:15](=[O:24])[O:16][CH2:17][C:18]1[CH:23]=[CH:22][N:21]=[CH:20][CH:19]=1)([CH3:13])[CH2:5][C:6]1[CH:11]=[CH:10][C:9]([OH:12])=[CH:8][CH:7]=1)=[O:3])[CH2:58][CH:57]([CH3:61])[CH3:56]. The catalyst class is: 3.